This data is from Full USPTO retrosynthesis dataset with 1.9M reactions from patents (1976-2016). The task is: Predict the reactants needed to synthesize the given product. The reactants are: [C:1]([O:5][C:6]([NH:8][C@@H:9]([CH2:13][C:14]1[CH:19]=[CH:18][CH:17]=[C:16]([I:20])[CH:15]=1)[C:10](O)=[O:11])=[O:7])([CH3:4])([CH3:3])[CH3:2]. Given the product [C:1]([O:5][C:6](=[O:7])[NH:8][C@@H:9]([CH2:13][C:14]1[CH:19]=[CH:18][CH:17]=[C:16]([I:20])[CH:15]=1)[CH2:10][OH:11])([CH3:4])([CH3:2])[CH3:3], predict the reactants needed to synthesize it.